Task: Predict the product of the given reaction.. Dataset: Forward reaction prediction with 1.9M reactions from USPTO patents (1976-2016) (1) Given the reactants [CH2:1]([O:3][C:4]([C:6]1[C:7](Cl)=[N:8][C:9]([S:12][CH3:13])=[N:10][CH:11]=1)=[O:5])[CH3:2].[CH:15]([NH2:18])([CH3:17])[CH3:16], predict the reaction product. The product is: [CH2:1]([O:3][C:4]([C:6]1[C:7]([NH:18][CH:15]([CH3:17])[CH3:16])=[N:8][C:9]([S:12][CH3:13])=[N:10][CH:11]=1)=[O:5])[CH3:2]. (2) Given the reactants C([O:5][C:6](=[O:45])[CH2:7][C@@H:8]([NH:37]C(OC(C)(C)C)=O)[C:9](=[O:36])[N:10]1[C:18]2[C:13](=[CH:14][C:15]([CH2:19][CH2:20][C:21]3[S:22][C:23]([C:32]([F:35])([F:34])[F:33])=[C:24]([C:26]4[CH:31]=[CH:30][CH:29]=[CH:28][CH:27]=4)[CH:25]=3)=[CH:16][CH:17]=2)[CH2:12][CH2:11]1)(C)(C)C.[ClH:46].O1CCOCC1, predict the reaction product. The product is: [ClH:46].[NH2:37][C@@H:8]([C:9](=[O:36])[N:10]1[C:18]2[C:13](=[CH:14][C:15]([CH2:19][CH2:20][C:21]3[S:22][C:23]([C:32]([F:35])([F:33])[F:34])=[C:24]([C:26]4[CH:31]=[CH:30][CH:29]=[CH:28][CH:27]=4)[CH:25]=3)=[CH:16][CH:17]=2)[CH2:12][CH2:11]1)[CH2:7][C:6]([OH:45])=[O:5]. (3) The product is: [CH2:19]([O:18][C:14]1[CH:13]=[C:12]([CH2:11][NH:10][CH2:9][CH2:8][OH:7])[CH:17]=[CH:16][CH:15]=1)[C:20]1[CH:21]=[CH:22][CH:23]=[CH:24][CH:25]=1. Given the reactants [BH4-].[Na+].[Li+].[Br-].C([O:7][C:8](=O)[CH2:9][NH:10][CH2:11][C:12]1[CH:17]=[CH:16][CH:15]=[C:14]([O:18][CH2:19][C:20]2[CH:25]=[CH:24][CH:23]=[CH:22][CH:21]=2)[CH:13]=1)C, predict the reaction product. (4) Given the reactants [C:1]([O:5][C:6]([NH:8][C@H:9]([CH2:24][C:25]([NH:27][CH2:28][CH2:29][NH:30][C:31]([O:33][C:34]([CH3:37])([CH3:36])[CH3:35])=[O:32])=[O:26])[CH2:10][CH2:11][CH2:12][NH:13]C(=O)OCC1C=CC=CC=1)=[O:7])([CH3:4])([CH3:3])[CH3:2], predict the reaction product. The product is: [NH2:13][CH2:12][CH2:11][CH2:10][C@H:9]([NH:8][C:6](=[O:7])[O:5][C:1]([CH3:4])([CH3:3])[CH3:2])[CH2:24][C:25]([NH:27][CH2:28][CH2:29][NH:30][C:31]([O:33][C:34]([CH3:37])([CH3:36])[CH3:35])=[O:32])=[O:26].